This data is from Reaction yield outcomes from USPTO patents with 853,638 reactions. The task is: Predict the reaction yield, written as a fraction of the theoretical maximum amount of product (1.0 means a 100% yield; for example, 0.34 means a 34% yield). (1) The reactants are [CH2:1]([O:8][C:9]([NH:11][C@H:12]1[C@H:16]([F:17])[CH2:15][N:14](C(OC(C)(C)C)=O)[CH2:13]1)=[O:10])[C:2]1[CH:7]=[CH:6][CH:5]=[CH:4][CH:3]=1.C(O)(C(F)(F)F)=O.C([O-])([O-])=O.[K+].[K+]. The catalyst is C(Cl)Cl. The product is [F:17][C@@H:16]1[CH2:15][NH:14][CH2:13][C@H:12]1[NH:11][C:9](=[O:10])[O:8][CH2:1][C:2]1[CH:3]=[CH:4][CH:5]=[CH:6][CH:7]=1. The yield is 0.920. (2) The reactants are [F:1][C:2]([F:26])([F:25])[C:3]1[CH:4]=[C:5]([NH:13][C:14]2[C:23]3[C:18](=[CH:19][CH:20]=[CH:21][CH:22]=3)[C:17](Cl)=[N:16][N:15]=2)[CH:6]=[C:7]([C:9]([F:12])([F:11])[F:10])[CH:8]=1.CC1(C)C(C)(C)OB([C:35]2[CH:36]=[CH:37][C:38]3[N:42]=[N:41][N:40]([C:43]([C:56]4[CH:61]=[CH:60][CH:59]=[CH:58][CH:57]=4)([C:50]4[CH:55]=[CH:54][CH:53]=[CH:52][CH:51]=4)[C:44]4[CH:49]=[CH:48][CH:47]=[CH:46][CH:45]=4)[C:39]=3[CH:62]=2)O1.[O-]P([O-])([O-])=O.[K+].[K+].[K+].[OH-].[Na+]. The catalyst is O1CCOCC1.O.C1C=CC(P(C2C=CC=CC=2)[C-]2C=CC=C2)=CC=1.C1C=CC(P(C2C=CC=CC=2)[C-]2C=CC=C2)=CC=1.Cl[Pd]Cl.[Fe+2].ClCCl. The product is [F:1][C:2]([F:26])([F:25])[C:3]1[CH:4]=[C:5]([NH:13][C:14]2[C:23]3[C:18](=[CH:19][CH:20]=[CH:21][CH:22]=3)[C:17]([C:35]3[CH:36]=[CH:37][C:38]4[N:42]=[N:41][N:40]([C:43]([C:50]5[CH:51]=[CH:52][CH:53]=[CH:54][CH:55]=5)([C:56]5[CH:57]=[CH:58][CH:59]=[CH:60][CH:61]=5)[C:44]5[CH:49]=[CH:48][CH:47]=[CH:46][CH:45]=5)[C:39]=4[CH:62]=3)=[N:16][N:15]=2)[CH:6]=[C:7]([C:9]([F:12])([F:11])[F:10])[CH:8]=1. The yield is 0.770.